Regression. Given a peptide amino acid sequence and an MHC pseudo amino acid sequence, predict their binding affinity value. This is MHC class I binding data. From a dataset of Peptide-MHC class I binding affinity with 185,985 pairs from IEDB/IMGT. (1) The peptide sequence is WAMEKSSKY. The binding affinity (normalized) is 0.0282. The MHC is HLA-A01:01 with pseudo-sequence HLA-A01:01. (2) The peptide sequence is FPFKYPAAF. The MHC is Mamu-A2201 with pseudo-sequence Mamu-A2201. The binding affinity (normalized) is 1.00. (3) The peptide sequence is GTVPTDNPF. The MHC is HLA-A02:03 with pseudo-sequence HLA-A02:03. The binding affinity (normalized) is 0.0847. (4) The peptide sequence is AQLQAVPGA. The MHC is HLA-A02:02 with pseudo-sequence HLA-A02:02. The binding affinity (normalized) is 0.194. (5) The peptide sequence is ISVNNVCHMY. The MHC is HLA-B40:02 with pseudo-sequence HLA-B40:02. The binding affinity (normalized) is 0. (6) The peptide sequence is PTAPPAGAAH. The MHC is HLA-A03:01 with pseudo-sequence HLA-A03:01. The binding affinity (normalized) is 0. (7) The peptide sequence is YGLSEHLEQE. The MHC is H-2-Kb with pseudo-sequence H-2-Kb. The binding affinity (normalized) is 0. (8) The peptide sequence is YSLEYFQFVKK. The MHC is HLA-A25:01 with pseudo-sequence HLA-A25:01. The binding affinity (normalized) is 0.0847. (9) The peptide sequence is DTPLIPLTIF. The MHC is HLA-B44:02 with pseudo-sequence HLA-B44:02. The binding affinity (normalized) is 0.